This data is from Full USPTO retrosynthesis dataset with 1.9M reactions from patents (1976-2016). The task is: Predict the reactants needed to synthesize the given product. (1) Given the product [Cl:6][C:7]1[CH:8]=[C:9]([C:14]2[C:22]([CH3:23])=[CH:21][C:17]([C:18]([OH:20])=[O:19])=[C:16]([F:24])[CH:15]=2)[CH:10]=[N:11][C:12]=1[O:5][CH:1]1[CH2:4][CH2:3][CH2:2]1, predict the reactants needed to synthesize it. The reactants are: [CH:1]1([OH:5])[CH2:4][CH2:3][CH2:2]1.[Cl:6][C:7]1[CH:8]=[C:9]([C:14]2[C:22]([CH3:23])=[CH:21][C:17]([C:18]([OH:20])=[O:19])=[C:16]([F:24])[CH:15]=2)[CH:10]=[N:11][C:12]=1F.C(=O)([O-])[O-].[Cs+].[Cs+].CS(C)=O. (2) The reactants are: [Cl:1][C:2]1[N:7]=[CH:6][C:5]([CH2:8][N:9]2[CH2:13][CH2:12][NH:11][C:10]2=[CH:14][C:15](=[O:20])[C:16]([F:19])([F:18])[F:17])=[CH:4][CH:3]=1.N1C=CC=CC=1.[F:27][C:28]([F:39])([F:38])[C:29](O[C:29](=[O:30])[C:28]([F:39])([F:38])[F:27])=[O:30]. Given the product [Cl:1][C:2]1[N:7]=[CH:6][C:5]([CH2:8][N:9]2[CH2:13][CH2:12][NH:11][C:10]2=[C:14]([C:29](=[O:30])[C:28]([F:39])([F:38])[F:27])[C:15](=[O:20])[C:16]([F:19])([F:18])[F:17])=[CH:4][CH:3]=1, predict the reactants needed to synthesize it. (3) Given the product [Br:1][C:2]1[CH:3]=[N:4][C:5]2[N:6]([N:8]=[C:9]([C:11]([N:21]3[CH2:20][CH2:19][N:18]4[N:14]=[N:15][CH:16]=[C:17]4[CH2:22]3)=[O:13])[CH:10]=2)[CH:7]=1, predict the reactants needed to synthesize it. The reactants are: [Br:1][C:2]1[CH:3]=[N:4][C:5]2[N:6]([N:8]=[C:9]([C:11]([OH:13])=O)[CH:10]=2)[CH:7]=1.[N:14]1[N:18]2[CH2:19][CH2:20][NH:21][CH2:22][C:17]2=[CH:16][N:15]=1.